Dataset: Forward reaction prediction with 1.9M reactions from USPTO patents (1976-2016). Task: Predict the product of the given reaction. (1) Given the reactants [O-]S([O-])(=O)=O.[Mg+2].[Cl:7][C:8]1[C:9]([C:30]([F:33])([F:32])[F:31])=[CH:10][C:11]2[N:15]=[C:14]([CH2:16][CH2:17][CH2:18][CH:19]=O)[N:13]([CH2:21][O:22][CH2:23][CH2:24][Si:25]([CH3:28])([CH3:27])[CH3:26])[C:12]=2[CH:29]=1.[CH3:34][C:35]1([CH3:61])[O:39][C@@H:38]2[C@@H:40]([CH2:56][NH:57][CH:58]([CH3:60])[CH3:59])[CH2:41][C@@H:42]([N:43]3[C:47]4[N:48]=[CH:49][N:50]=[C:51]([NH:52][CH:53]5[CH2:55][CH2:54]5)[C:46]=4[CH:45]=[CH:44]3)[C@@H:37]2[O:36]1.C([O-])(O)=O.[Na+], predict the reaction product. The product is: [Cl:7][C:8]1[C:9]([C:30]([F:33])([F:31])[F:32])=[CH:10][C:11]2[N:15]=[C:14]([CH2:16][CH2:17][CH2:18][CH2:19][N:57]([CH2:56][C@@H:40]3[C@H:38]4[O:39][C:35]([CH3:61])([CH3:34])[O:36][C@H:37]4[C@H:42]([N:43]4[C:47]5[N:48]=[CH:49][N:50]=[C:51]([NH:52][CH:53]6[CH2:55][CH2:54]6)[C:46]=5[CH:45]=[CH:44]4)[CH2:41]3)[CH:58]([CH3:59])[CH3:60])[N:13]([CH2:21][O:22][CH2:23][CH2:24][Si:25]([CH3:27])([CH3:26])[CH3:28])[C:12]=2[CH:29]=1. (2) Given the reactants [CH3:1][O:2][C:3]1[CH:4]=[C:5]2[C:10](=[CH:11][CH:12]=1)[CH:9]=[C:8]([CH:13]=[O:14])[CH:7]=[CH:6]2.[CH2:15]([Mg]Br)[CH2:16][CH2:17][CH2:18][CH2:19][CH3:20].[NH4+].[Cl-], predict the reaction product. The product is: [CH3:1][O:2][C:3]1[CH:4]=[C:5]2[C:10](=[CH:11][CH:12]=1)[CH:9]=[C:8]([CH:13]([OH:14])[CH2:15][CH2:16][CH2:17][CH2:18][CH2:19][CH3:20])[CH:7]=[CH:6]2. (3) Given the reactants [N+:1]([C:4]1[CH:5]=[C:6]([C:10]2[O:11][C:12]3[C:13](=[C:15]([C:19]([OH:21])=O)[CH:16]=[CH:17][CH:18]=3)[N:14]=2)[CH:7]=[CH:8][CH:9]=1)([O-:3])=[O:2].C1C=CC2N(O)N=[N:28]C=2C=1.[NH4+].[Cl-].CCN(C(C)C)C(C)C.CCN=C=NCCCN(C)C, predict the reaction product. The product is: [N+:1]([C:4]1[CH:5]=[C:6]([C:10]2[O:11][C:12]3[C:13](=[C:15]([C:19]([NH2:28])=[O:21])[CH:16]=[CH:17][CH:18]=3)[N:14]=2)[CH:7]=[CH:8][CH:9]=1)([O-:3])=[O:2].